From a dataset of Forward reaction prediction with 1.9M reactions from USPTO patents (1976-2016). Predict the product of the given reaction. The product is: [C:1]([O:6][CH3:7])(=[O:5])[C:2]([CH3:4])=[CH2:3].[CH2:8]([O:15][C:16](=[O:20])[C:17]([CH3:19])=[CH2:18])[C:9]1[CH:14]=[CH:13][CH:12]=[CH:11][CH:10]=1.[C:21]([OH:26])(=[O:25])[C:22]([CH3:24])=[CH2:23]. Given the reactants [C:1]([O:6][CH3:7])(=[O:5])[C:2]([CH3:4])=[CH2:3].[CH2:8]([O:15][C:16](=[O:20])[C:17]([CH3:19])=[CH2:18])[C:9]1[CH:14]=[CH:13][CH:12]=[CH:11][CH:10]=1.[C:21]([O-:26])(=[O:25])[C:22]([CH3:24])=[CH2:23].C(O)(=O)C(C)=C.N(C(C)(C)C(OC)=O)=NC(C)(C)C(OC)=O, predict the reaction product.